The task is: Predict the reactants needed to synthesize the given product.. This data is from Full USPTO retrosynthesis dataset with 1.9M reactions from patents (1976-2016). Given the product [Cl:1][C:2]1[CH:3]=[CH:4][C:5]([O:10][CH2:11][C@@H:12]([F:34])[CH2:13][OH:14])=[C:6]([CH:9]=1)[C:7]#[N:8], predict the reactants needed to synthesize it. The reactants are: [Cl:1][C:2]1[CH:3]=[CH:4][C:5]([O:10][CH2:11][C@@H:12]([F:34])[CH2:13][O:14]C(C2C=CC=CC=2)(C2C=CC=CC=2)C2C=CC=CC=2)=[C:6]([CH:9]=1)[C:7]#[N:8].C1(C)C(CO)=CC=CC=1.S(=O)(=O)(O)O.[OH-].[Na+].